This data is from Full USPTO retrosynthesis dataset with 1.9M reactions from patents (1976-2016). The task is: Predict the reactants needed to synthesize the given product. (1) Given the product [CH3:39][C:34]1[C:33]([C:20]2[C:21]3[O:26][CH2:25][CH:24]([C:27]4[CH:28]=[N:29][CH:30]=[CH:31][CH:32]=4)[N:23]4[C:15]([N:8]5[CH2:12][CH2:11][CH:10]([OH:13])[CH2:9]5)=[N:16][C:17]([C:22]=34)=[C:18]([F:40])[CH:19]=2)=[C:37]([CH3:38])[O:36][N:35]=1, predict the reactants needed to synthesize it. The reactants are: C(N(CC)CC)C.[NH:8]1[CH2:12][CH2:11][CH:10]([OH:13])[CH2:9]1.Cl[C:15]1[N:23]2[CH:24]([C:27]3[CH:28]=[N:29][CH:30]=[CH:31][CH:32]=3)[CH2:25][O:26][C:21]3=[C:22]2[C:17](=[C:18]([F:40])[CH:19]=[C:20]3[C:33]2[C:34]([CH3:39])=[N:35][O:36][C:37]=2[CH3:38])[N:16]=1. (2) The reactants are: [CH3:1][C:2]([Si:5]([CH3:23])([CH3:22])[O:6][C@H:7]1[CH2:12][NH:11][CH2:10][C@@H:9]([CH2:13][NH:14][C:15](=[O:21])[O:16][C:17]([CH3:20])([CH3:19])[CH3:18])[CH2:8]1)([CH3:4])[CH3:3].[F:24][C:25]1[CH:34]=[C:33]2[C:28]([CH:29]=[CH:30][C:31](=[O:38])[N:32]2[CH2:35][CH:36]=O)=[CH:27][CH:26]=1.[BH-](OC(C)=O)(OC(C)=O)OC(C)=O.[Na+]. Given the product [CH3:4][C:2]([Si:5]([CH3:23])([CH3:22])[O:6][C@H:7]1[CH2:12][N:11]([CH2:36][CH2:35][N:32]2[C:33]3[C:28](=[CH:27][CH:26]=[C:25]([F:24])[CH:34]=3)[CH:29]=[CH:30][C:31]2=[O:38])[CH2:10][C@@H:9]([CH2:13][NH:14][C:15](=[O:21])[O:16][C:17]([CH3:20])([CH3:19])[CH3:18])[CH2:8]1)([CH3:1])[CH3:3], predict the reactants needed to synthesize it. (3) Given the product [C:1]([C:5]1[CH:15]=[CH:14][C:8]([O:9][CH2:10][C:11]([NH:27][C@@H:28]([C:30]2[CH:35]=[CH:34][C:33]([NH:36][S:37]([CH3:40])(=[O:39])=[O:38])=[C:32]([CH3:41])[CH:31]=2)[CH3:29])=[O:13])=[CH:7][C:6]=1[F:16])([CH3:2])([CH3:3])[CH3:4], predict the reactants needed to synthesize it. The reactants are: [C:1]([C:5]1[CH:15]=[CH:14][C:8]([O:9][CH2:10][C:11]([OH:13])=O)=[CH:7][C:6]=1[F:16])([CH3:4])([CH3:3])[CH3:2].[Cl-].ClC1N(C)CC[NH+]1C.Cl.[NH2:27][C@@H:28]([C:30]1[CH:35]=[CH:34][C:33]([NH:36][S:37]([CH3:40])(=[O:39])=[O:38])=[C:32]([CH3:41])[CH:31]=1)[CH3:29]. (4) Given the product [CH3:24][O:23][C:16]1[CH:17]=[C:18]([O:21][CH3:22])[CH:19]=[CH:20][C:15]=1[CH2:14][NH:13][C:12]1[C:7]2[N:8]([C:4]([CH2:3][C:1]([O:36][CH3:35])=[O:42])=[N:5][C:6]=2[C:25]2[CH:34]=[CH:33][C:28]([C:29]([O:31][CH3:32])=[O:30])=[CH:27][CH:26]=2)[CH:9]=[CH:10][N:11]=1, predict the reactants needed to synthesize it. The reactants are: [C:1]([CH2:3][C:4]1[N:8]2[CH:9]=[CH:10][N:11]=[C:12]([NH:13][CH2:14][C:15]3[CH:20]=[CH:19][C:18]([O:21][CH3:22])=[CH:17][C:16]=3[O:23][CH3:24])[C:7]2=[C:6]([C:25]2[CH:34]=[CH:33][C:28]([C:29]([O:31][CH3:32])=[O:30])=[CH:27][CH:26]=2)[N:5]=1)#N.[C:35]([O-])(O)=[O:36].[Na+].CC(=O)[O:42]CC.C(Cl)Cl. (5) Given the product [Cl:10][C:7]1[CH:8]=[CH:9][C:4]([C:3]([OH:14])=[O:2])=[C:5]([CH:11]2[CH2:12][CH2:13]2)[N:6]=1, predict the reactants needed to synthesize it. The reactants are: C[O:2][C:3](=[O:14])[C:4]1[CH:9]=[CH:8][C:7]([Cl:10])=[N:6][C:5]=1[CH:11]1[CH2:13][CH2:12]1.O1CCCC1.[OH-].[Li+]. (6) The reactants are: Br[C:2]1[CH:7]=[CH:6][C:5]([C:8]2[O:12][N:11]=[C:10]([CH3:13])[C:9]=2[NH:14][CH:15]([CH3:24])[CH2:16][S:17][C:18]2[CH:23]=[CH:22][CH:21]=[CH:20][CH:19]=2)=[CH:4][CH:3]=1.[CH2:25]([O:27][C:28]([C:30]1([C:33]2[CH:38]=[CH:37][C:36](B3OC(C)(C)C(C)(C)O3)=[CH:35][CH:34]=2)[CH2:32][CH2:31]1)=[O:29])[CH3:26]. Given the product [CH2:25]([O:27][C:28]([C:30]1([C:33]2[CH:38]=[CH:37][C:36]([C:2]3[CH:7]=[CH:6][C:5]([C:8]4[O:12][N:11]=[C:10]([CH3:13])[C:9]=4[NH:14][CH:15]([CH3:24])[CH2:16][S:17][C:18]4[CH:23]=[CH:22][CH:21]=[CH:20][CH:19]=4)=[CH:4][CH:3]=3)=[CH:35][CH:34]=2)[CH2:31][CH2:32]1)=[O:29])[CH3:26], predict the reactants needed to synthesize it. (7) Given the product [C:1]([C:3]1[CH:4]=[C:5]2[C:9](=[CH:10][CH:11]=1)[N:8]([S:12]([C:15]1[CH:20]=[CH:19][C:18]([O:21][CH3:22])=[CH:17][CH:16]=1)(=[O:14])=[O:13])[C:7](=[O:23])[C@@:6]2([NH:33][C:34]([N:74]1[CH2:73][C:71]2([CH2:72][N:69]([CH2:68][CH2:67][N:66]([CH2:76][CH3:77])[CH2:64][CH3:65])[CH2:70]2)[CH2:75]1)=[O:42])[C:24]1[C:25]([O:30][CH2:31][CH3:32])=[N:26][CH:27]=[CH:28][CH:29]=1)#[N:2], predict the reactants needed to synthesize it. The reactants are: [C:1]([C:3]1[CH:4]=[C:5]2[C:9](=[CH:10][CH:11]=1)[N:8]([S:12]([C:15]1[CH:20]=[CH:19][C:18]([O:21][CH3:22])=[CH:17][CH:16]=1)(=[O:14])=[O:13])[C:7](=[O:23])[C@@:6]2([NH:33][C:34](=[O:42])OC1C=CC=CC=1)[C:24]1[C:25]([O:30][CH2:31][CH3:32])=[N:26][CH:27]=[CH:28][CH:29]=1)#[N:2].FC(F)(F)C(O)=O.FC(F)(F)C(O)=O.FC(F)(F)C(O)=O.[CH2:64]([N:66]([CH2:76][CH3:77])[CH2:67][CH2:68][N:69]1[CH2:72][C:71]2([CH2:75][NH:74][CH2:73]2)[CH2:70]1)[CH3:65]. (8) The reactants are: [CH3:1][S:2]([C:5]1[CH:6]=[C:7]([C:11]2[N:16]3[N:17]=[C:18]([NH2:20])[N:19]=[C:15]3[CH:14]=[CH:13][CH:12]=2)[CH:8]=[CH:9][CH:10]=1)(=[O:4])=[O:3].Br[C:22]1[CH:27]=[CH:26][C:25]([N:28]2[CH2:33][CH2:32][O:31][CH2:30][CH2:29]2)=[CH:24][CH:23]=1. Given the product [CH3:1][S:2]([C:5]1[CH:6]=[C:7]([C:11]2[N:16]3[N:17]=[C:18]([NH:20][C:22]4[CH:23]=[CH:24][C:25]([N:28]5[CH2:29][CH2:30][O:31][CH2:32][CH2:33]5)=[CH:26][CH:27]=4)[N:19]=[C:15]3[CH:14]=[CH:13][CH:12]=2)[CH:8]=[CH:9][CH:10]=1)(=[O:3])=[O:4], predict the reactants needed to synthesize it. (9) Given the product [Cl:18][C:13]1[CH:14]=[CH:15][CH:16]=[CH:17][C:12]=1[S:9]([N:8]([CH2:19][CH:20]([CH3:22])[CH3:21])[CH2:7][C:4]1[S:5][CH:6]=[C:2]([C:29]2[CH:30]=[N:31][CH:32]=[C:27]([S:24]([CH3:23])(=[O:26])=[O:25])[CH:28]=2)[CH:3]=1)(=[O:11])=[O:10], predict the reactants needed to synthesize it. The reactants are: Br[C:2]1[CH:3]=[C:4]([CH2:7][N:8]([CH2:19][CH:20]([CH3:22])[CH3:21])[S:9]([C:12]2[CH:17]=[CH:16][CH:15]=[CH:14][C:13]=2[Cl:18])(=[O:11])=[O:10])[S:5][CH:6]=1.[CH3:23][S:24]([C:27]1[CH:28]=[C:29](B(O)O)[CH:30]=[N:31][CH:32]=1)(=[O:26])=[O:25].C([O-])([O-])=O.[Na+].[Na+]. (10) The reactants are: [CH:1]1([CH2:6][C@H:7]([C:19]2[CH:24]=[CH:23][C:22]([S:25]([CH3:28])(=[O:27])=[O:26])=[CH:21][CH:20]=2)[C:8]([NH:10][C:11]2[S:12][C:13]([S:16][C:17]#N)=[CH:14][N:15]=2)=[O:9])[CH2:5][CH2:4][CH2:3][CH2:2]1.[CH3:29][N:30]([CH3:34])[CH2:31]CCl. Given the product [CH:1]1([CH2:6][C@H:7]([C:19]2[CH:20]=[CH:21][C:22]([S:25]([CH3:28])(=[O:26])=[O:27])=[CH:23][CH:24]=2)[C:8]([NH:10][C:11]2[S:12][C:13]([S:16][CH2:17][CH2:29][N:30]([CH3:34])[CH3:31])=[CH:14][N:15]=2)=[O:9])[CH2:5][CH2:4][CH2:3][CH2:2]1, predict the reactants needed to synthesize it.